Dataset: Catalyst prediction with 721,799 reactions and 888 catalyst types from USPTO. Task: Predict which catalyst facilitates the given reaction. (1) Reactant: C(OC([NH:8][CH:9]1[CH2:14][CH2:13][N:12]([CH2:15][CH2:16][C:17]2[CH:22]=[CH:21][C:20]([NH:23][C:24](=[O:40])[CH2:25][C:26]([C:28]3[CH:33]=[CH:32][C:31]([C:34]4[CH:39]=[CH:38][CH:37]=[CH:36][CH:35]=4)=[CH:30][CH:29]=3)=[O:27])=[CH:19][C:18]=2[Cl:41])[CH2:11][CH2:10]1)=O)(C)(C)C.FC(F)(F)C(O)=O.C(=O)([O-])O.[Na+]. Product: [NH2:8][CH:9]1[CH2:10][CH2:11][N:12]([CH2:15][CH2:16][C:17]2[CH:22]=[CH:21][C:20]([NH:23][C:24](=[O:40])[CH2:25][C:26]([C:28]3[CH:29]=[CH:30][C:31]([C:34]4[CH:35]=[CH:36][CH:37]=[CH:38][CH:39]=4)=[CH:32][CH:33]=3)=[O:27])=[CH:19][C:18]=2[Cl:41])[CH2:13][CH2:14]1. The catalyst class is: 2. (2) Reactant: [Li]CCCC.[CH3:6][N:7]1[CH:11]=[CH:10][N:9]=[CH:8]1.[Br:12][C:13]1[CH:14]=[C:15]([CH:19]=[O:20])[CH:16]=[N:17][CH:18]=1.O. Product: [Br:12][C:13]1[CH:14]=[C:15]([CH:19]([C:8]2[N:7]([CH3:6])[CH:11]=[CH:10][N:9]=2)[OH:20])[CH:16]=[N:17][CH:18]=1. The catalyst class is: 1. (3) Reactant: [CH3:1][N:2]1[C@@H:12]2[CH2:13][C:14]3[CH:19]=[CH:18][C:17]([OH:20])=[C:16]4[O:21][C@H:6]5[C:7]([CH:9]=[CH:10][C@:11]2([OH:22])[C@:5]5([C:15]=34)[CH2:4][CH2:3]1)=[O:8].[Na+].[Br-].C([O-])(O)=O.[Na+].ClC[CH:32]1[CH2:34][CH2:33]1. Product: [CH:19]1[C:14]2[CH2:13][C@H:12]3[N:2]([CH2:1][CH:32]4[CH2:34][CH2:33]4)[CH2:3][CH2:4][C@:5]45[C@H:6]([C:7]([CH2:9][CH2:10][C@@:11]34[OH:22])=[O:8])[O:21][C:16]([C:15]=25)=[C:17]([OH:20])[CH:18]=1. The catalyst class is: 44.